Task: Predict the reaction yield, written as a fraction of the theoretical maximum amount of product (1.0 means a 100% yield; for example, 0.34 means a 34% yield).. Dataset: Reaction yield outcomes from USPTO patents with 853,638 reactions (1) The reactants are I[C:2]1[CH:7]=[CH:6][N:5]=[C:4]([N:8]2[C:12]([CH3:13])=[CH:11][C:10]([C:14]([NH2:16])=[O:15])=[N:9]2)[CH:3]=1.[CH3:17][C:18]1[O:22][N:21]=[C:20]([C@:23]([OH:27])([C:25]#[CH:26])[CH3:24])[CH:19]=1. No catalyst specified. The product is [OH:27][C@:23]([C:20]1[CH:19]=[C:18]([CH3:17])[O:22][N:21]=1)([CH3:24])[C:25]#[C:26][C:2]1[CH:7]=[CH:6][N:5]=[C:4]([N:8]2[C:12]([CH3:13])=[CH:11][C:10]([C:14]([NH2:16])=[O:15])=[N:9]2)[CH:3]=1. The yield is 0.130. (2) The reactants are [CH:1]1[CH:6]=[CH:5][C:4]([CH2:7][O:8][C:9](Cl)=[O:10])=[CH:3][CH:2]=1.[CH3:12][NH:13][CH:14]1[CH2:19][CH2:18][NH:17][C:16](=[O:20])[CH2:15]1.C([O-])([O-])=O.[K+].[K+]. The catalyst is C1COCC1.C(Cl)Cl. The product is [CH3:12][N:13]([CH:14]1[CH2:19][CH2:18][NH:17][C:16](=[O:20])[CH2:15]1)[C:9](=[O:10])[O:8][CH2:7][C:4]1[CH:5]=[CH:6][CH:1]=[CH:2][CH:3]=1. The yield is 0.270. (3) The reactants are [OH-].[Na+].[CH3:3][C:4]1[CH:5]=[C:6]([NH:11][C:12]([C:14]2[C:15]([S:20][CH2:21][C:22]3[CH:27]=[CH:26][N:25]=[C:24]([C:28]([O:30]CC)=[O:29])[CH:23]=3)=[N:16][CH:17]=[CH:18][CH:19]=2)=[O:13])[CH:7]=[C:8]([CH3:10])[CH:9]=1.Cl. The catalyst is CO.C(OCC)(=O)C. The product is [C:28]([C:24]1[CH:23]=[C:22]([CH2:21][S:20][C:15]2[C:14]([C:12]([NH:11][C:6]3[CH:7]=[C:8]([CH3:10])[CH:9]=[C:4]([CH3:3])[CH:5]=3)=[O:13])=[CH:19][CH:18]=[CH:17][N:16]=2)[CH:27]=[CH:26][N:25]=1)([OH:30])=[O:29]. The yield is 0.840. (4) The reactants are Cl.[Cl:2][C:3]1[CH:18]=[CH:17][C:6]2[N:7]=[C:8]([NH:10][CH2:11][C@@H:12]3[CH2:16][CH2:15][NH:14][CH2:13]3)[O:9][C:5]=2[CH:4]=1.[CH3:19][O:20][C:21]1[CH:29]=[CH:28][CH:27]=[C:26]([O:30][CH3:31])[C:22]=1[C:23](O)=[O:24].CN(C(ON1N=NC2C=CC=CC1=2)=[N+](C)C)C.[B-](F)(F)(F)F.C(O)=O. The catalyst is CN(C=O)C.CCN(C(C)C)C(C)C. The product is [Cl:2][C:3]1[CH:18]=[CH:17][C:6]2[N:7]=[C:8]([NH:10][CH2:11][C@@H:12]3[CH2:16][CH2:15][N:14]([C:23]([C:22]4[C:26]([O:30][CH3:31])=[CH:27][CH:28]=[CH:29][C:21]=4[O:20][CH3:19])=[O:24])[CH2:13]3)[O:9][C:5]=2[CH:4]=1. The yield is 0.380. (5) The reactants are [NH2:1][CH2:2][CH:3]1[CH2:8][CH2:7][CH:6]([CH2:9][NH2:10])[CH2:5][CH2:4]1.[S:11]1[C:15]([C:16]2[CH:21]=[CH:20][N:19]=[C:18](Cl)[N:17]=2)=[CH:14][C:13]2[CH:23]=[CH:24][CH:25]=[CH:26][C:12]1=2. The catalyst is C(O)(C)C.ClCCl. The product is [NH2:1][CH2:2][C@@H:3]1[CH2:8][CH2:7][C@H:6]([CH2:9][NH:10][C:18]2[N:17]=[C:16]([C:15]3[S:11][C:12]4[CH:26]=[CH:25][CH:24]=[CH:23][C:13]=4[CH:14]=3)[CH:21]=[CH:20][N:19]=2)[CH2:5][CH2:4]1. The yield is 0.880. (6) The reactants are [F:1][C:2]1[CH:7]=[CH:6][C:5]([N:8]2[C:13]([C:14]([F:17])([F:16])[F:15])=[CH:12][CH:11]=[C:10]([C:18]#N)[C:9]2=[O:20])=[CH:4][CH:3]=1.[OH2:21].[OH-:22].[Na+]. The catalyst is S(=O)(=O)(O)O. The product is [F:1][C:2]1[CH:7]=[CH:6][C:5]([N:8]2[C:13]([C:14]([F:17])([F:16])[F:15])=[CH:12][CH:11]=[C:10]([C:18]([OH:22])=[O:21])[C:9]2=[O:20])=[CH:4][CH:3]=1. The yield is 0.750. (7) The reactants are [C:1]([O:5][C:6]([N:8]1[CH2:13][CH2:12][O:11][CH:10]([C:14]([OH:16])=[O:15])[CH2:9]1)=[O:7])([CH3:4])([CH3:3])[CH3:2].[C:17](=O)([O-])[O-].[K+].[K+].IC. The catalyst is CN(C)C=O.O. The product is [CH3:17][O:15][C:14]([CH:10]1[O:11][CH2:12][CH2:13][N:8]([C:6]([O:5][C:1]([CH3:4])([CH3:2])[CH3:3])=[O:7])[CH2:9]1)=[O:16]. The yield is 0.790. (8) The reactants are [OH:1][CH2:2][CH2:3][CH2:4][C:5]1[CH:10]=[CH:9][C:8]([NH:11][C:12](=[O:18])[O:13][C:14]([CH3:17])([CH3:16])[CH3:15])=[CH:7][CH:6]=1.C(N(CC)CC)C.[CH3:26][S:27](Cl)(=[O:29])=[O:28]. The catalyst is C(Cl)Cl. The product is [CH3:26][S:27]([O:1][CH2:2][CH2:3][CH2:4][C:5]1[CH:10]=[CH:9][C:8]([NH:11][C:12]([O:13][C:14]([CH3:15])([CH3:17])[CH3:16])=[O:18])=[CH:7][CH:6]=1)(=[O:29])=[O:28]. The yield is 0.920. (9) The reactants are [F:1][C:2]1[CH:3]=[C:4]([CH2:16][C:17]([O:19][CH3:20])=[O:18])[CH:5]=[CH:6][C:7]=1OS(C(F)(F)F)(=O)=O.C([O-])(=O)C.[K+].[B:26]1([B:26]2[O:30][C:29]([CH3:32])([CH3:31])[C:28]([CH3:34])([CH3:33])[O:27]2)[O:30][C:29]([CH3:32])([CH3:31])[C:28]([CH3:34])([CH3:33])[O:27]1. The catalyst is O1CCOCC1.C1(P(C2C=CC=CC=2)[C-]2C=CC=C2)C=CC=CC=1.[C-]1(P(C2C=CC=CC=2)C2C=CC=CC=2)C=CC=C1.[Fe+2].C1C=CC(P(C2C=CC=CC=2)[C-]2C=CC=C2)=CC=1.C1C=CC(P(C2C=CC=CC=2)[C-]2C=CC=C2)=CC=1.Cl[Pd]Cl.[Fe+2].C(Cl)Cl. The product is [F:1][C:2]1[CH:3]=[C:4]([CH2:16][C:17]([O:19][CH3:20])=[O:18])[CH:5]=[CH:6][C:7]=1[B:26]1[O:30][C:29]([CH3:32])([CH3:31])[C:28]([CH3:34])([CH3:33])[O:27]1. The yield is 0.790. (10) The reactants are [N+:1]([C:4]1[CH:13]=[C:12]2[C:7]([C:8]([Br:18])=[N:9][N:10]([CH:15]([CH3:17])[CH3:16])[C:11]2=[O:14])=[CH:6][CH:5]=1)([O-])=O.Cl. The catalyst is CCO.O.[Fe]. The product is [NH2:1][C:4]1[CH:13]=[C:12]2[C:7]([C:8]([Br:18])=[N:9][N:10]([CH:15]([CH3:16])[CH3:17])[C:11]2=[O:14])=[CH:6][CH:5]=1. The yield is 0.980.